Predict which catalyst facilitates the given reaction. From a dataset of Catalyst prediction with 721,799 reactions and 888 catalyst types from USPTO. Product: [Cl:19][C:20]1[CH:21]=[CH:22][C:23]([N:26]2[CH:30]=[CH:29][C:28]([O:31][CH2:2][C:3]3[C:8]([O:9][CH2:10][CH3:11])=[CH:7][CH:6]=[CH:5][C:4]=3[N:12]3[C:16](=[O:17])[N:15]([CH3:18])[N:14]=[N:13]3)=[N:27]2)=[CH:24][CH:25]=1. The catalyst class is: 6. Reactant: Br[CH2:2][C:3]1[C:8]([O:9][CH2:10][CH3:11])=[CH:7][CH:6]=[CH:5][C:4]=1[N:12]1[C:16](=[O:17])[N:15]([CH3:18])[N:14]=[N:13]1.[Cl:19][C:20]1[CH:25]=[CH:24][C:23]([N:26]2[CH:30]=[CH:29][C:28]([OH:31])=[N:27]2)=[CH:22][CH:21]=1.C(=O)([O-])[O-].[K+].[K+].C(#N)C.